From a dataset of Catalyst prediction with 721,799 reactions and 888 catalyst types from USPTO. Predict which catalyst facilitates the given reaction. (1) Reactant: [CH2:1]([O:8][C:9]1[CH:14]=[CH:13][C:12]([C:15]([CH3:19])([CH3:18])[C:16]#[N:17])=[CH:11][CH:10]=1)[C:2]1[CH:7]=[CH:6][CH:5]=[CH:4][CH:3]=1.[H-].[Al+3].[Li+].[H-].[H-].[H-].C(C(C(C([O-])=O)O)O)([O-])=O.[Na+].[K+]. Product: [CH2:1]([O:8][C:9]1[CH:10]=[CH:11][C:12]([C:15]([CH3:19])([CH3:18])[CH2:16][NH2:17])=[CH:13][CH:14]=1)[C:2]1[CH:3]=[CH:4][CH:5]=[CH:6][CH:7]=1. The catalyst class is: 30. (2) Reactant: [Cl:1][C:2]1[C:11]([C:12]([C:15]#[N:16])([CH3:14])[CH3:13])=[CH:10][CH:9]=[CH:8][C:3]=1[C:4]([O:6]C)=[O:5].CO.O.O.[OH-].[Li+]. Product: [Cl:1][C:2]1[C:11]([C:12]([C:15]#[N:16])([CH3:14])[CH3:13])=[CH:10][CH:9]=[CH:8][C:3]=1[C:4]([OH:6])=[O:5]. The catalyst class is: 7. (3) Product: [S:27]([C:15]1[CH:14]=[CH:13][C:12]2[C:11]3[C:6](=[CH:7][CH:8]=[CH:9][CH:10]=3)[CH:5]([CH2:4][O:3][C:1]([O:18][N:19]3[C:20](=[O:21])[CH2:22][CH2:23][C:24]3=[O:25])=[O:2])[C:17]=2[CH:16]=1)([OH:30])(=[O:29])=[O:28]. Reactant: [C:1]([O:18][N:19]1[C:24](=[O:25])[CH2:23][CH2:22][C:20]1=[O:21])([O:3][CH2:4][CH:5]1[C:17]2[C:12](=[CH:13][CH:14]=[CH:15][CH:16]=2)[C:11]2[C:6]1=[CH:7][CH:8]=[CH:9][CH:10]=2)=[O:2].Cl[S:27]([OH:30])(=[O:29])=[O:28].C1CCCCC1. The catalyst class is: 4. (4) Reactant: Cl[Si](C)(C)C.[C:6]([C:8]1[CH:13]=[CH:12][CH:11]=[CH:10][C:9]=1[C:14]1[C:15]([O:26]C)=[N:16][CH:17]=[C:18]([C:20]2[CH:25]=[CH:24][CH:23]=[CH:22][N:21]=2)[CH:19]=1)#[N:7].[I-].[Na+].C(=O)(O)[O-].[Na+]. Product: [C:6]([C:8]1[CH:13]=[CH:12][CH:11]=[CH:10][C:9]=1[C:14]1[C:15](=[O:26])[NH:16][CH:17]=[C:18]([C:20]2[CH:25]=[CH:24][CH:23]=[CH:22][N:21]=2)[CH:19]=1)#[N:7]. The catalyst class is: 10. (5) Reactant: [CH3:1][NH:2][C:3]1[CH:8]=[CH:7][CH:6]=[CH:5][CH:4]=1.CS(O[C@@H:14]([C:19]1[CH:24]=[CH:23][CH:22]=[CH:21][CH:20]=1)[C:15]([O:17][CH3:18])=[O:16])(=O)=O.Cl. Product: [CH3:18][O:17][C:15](=[O:16])[C@H:14]([N:2]([CH3:1])[C:3]1[CH:8]=[CH:7][CH:6]=[CH:5][CH:4]=1)[C:19]1[CH:24]=[CH:23][CH:22]=[CH:21][CH:20]=1. The catalyst class is: 10. (6) Reactant: S(Cl)([Cl:3])=O.[C:5]([C:7]1[C:12]([CH3:13])=[CH:11][C:10]([CH:14](O)[CH3:15])=[C:9]([O:17][CH2:18][CH3:19])[C:8]=1[C:20]1[CH:21]=[CH:22][C:23]([C:26]([N:28]([CH3:30])[CH3:29])=[O:27])=[N:24][CH:25]=1)#[N:6]. Product: [Cl:3][CH:14]([C:10]1[C:9]([O:17][CH2:18][CH3:19])=[C:8]([C:20]2[CH:21]=[CH:22][C:23]([C:26]([N:28]([CH3:30])[CH3:29])=[O:27])=[N:24][CH:25]=2)[C:7]([C:5]#[N:6])=[C:12]([CH3:13])[CH:11]=1)[CH3:15]. The catalyst class is: 306. (7) Reactant: [CH3:1][O:2][C:3]([C:5]1[C:10]([NH:11][C:12]2[CH:17]=[CH:16][CH:15]=[CH:14][C:13]=2[F:18])=[C:9]([F:19])[C:8]([O:20][N:21]=[C:22](C)[CH3:23])=[C:7](C(=O)C)[N:6]=1)=[O:4]. Product: [CH3:1][O:2][C:3]([C:5]1[N:6]=[C:7]2[C:22]([CH3:23])=[N:21][O:20][C:8]2=[C:9]([F:19])[C:10]=1[NH:11][C:12]1[CH:17]=[CH:16][CH:15]=[CH:14][C:13]=1[F:18])=[O:4]. The catalyst class is: 191.